Task: Predict which catalyst facilitates the given reaction.. Dataset: Catalyst prediction with 721,799 reactions and 888 catalyst types from USPTO (1) The catalyst class is: 11. Product: [CH3:17][N:18]1[CH2:19][CH2:20][C@H:1]([O:2][C:3](=[O:16])[C:4]([OH:15])([C:5]2[S:6][CH:7]=[CH:8][CH:9]=2)[C:10]2[S:11][CH:12]=[CH:13][CH:14]=2)[CH2:22]1. Reactant: [CH3:1][O:2][C:3](=[O:16])[C:4]([OH:15])([C:10]1[S:11][CH:12]=[CH:13][CH:14]=1)[C:5]1[S:6][CH:7]=[CH:8][CH:9]=1.[CH3:17][N:18]1[CH2:22]C[C@H:20](O)[CH2:19]1. (2) Reactant: [H-].[H-].[H-].[H-].[Li+].[Al+3].[F:7][C:8]1[CH:9]=[C:10]([S:14][C:15]2[CH:20]=[CH:19][CH:18]=[CH:17][C:16]=2[CH2:21][CH2:22][C:23](O)=[O:24])[CH:11]=[CH:12][CH:13]=1.O.Cl. Product: [F:7][C:8]1[CH:9]=[C:10]([S:14][C:15]2[CH:20]=[CH:19][CH:18]=[CH:17][C:16]=2[CH2:21][CH2:22][CH2:23][OH:24])[CH:11]=[CH:12][CH:13]=1. The catalyst class is: 28. (3) Reactant: [CH3:1][C:2]1[CH:3]=[C:4](B(O)O)[CH:5]=[C:6]([CH3:8])[CH:7]=1.Cl[C:13]1[C:22]2[C:17](=[CH:18][CH:19]=[CH:20][CH:21]=2)[N:16]=[CH:15][N:14]=1.C([O-])([O-])=O.[K+].[K+]. Product: [CH3:1][C:2]1[CH:3]=[C:4]([C:13]2[C:22]3[C:17](=[CH:18][CH:19]=[CH:20][CH:21]=3)[N:16]=[CH:15][N:14]=2)[CH:5]=[C:6]([CH3:8])[CH:7]=1. The catalyst class is: 398. (4) Reactant: [Cl:1][C:2]1[CH:3]=[CH:4][C:5]2[C:11]3[C:12]([CH3:15])=[N:13][O:14][C:10]=3[C@H:9]([CH2:16][C:17]([O:19][C:20]([CH3:23])([CH3:22])[CH3:21])=[O:18])[NH:8][C:7](=[O:24])[C:6]=2[CH:25]=1.[C:26](O[C:26]([O:28][C:29]([CH3:32])([CH3:31])[CH3:30])=[O:27])([O:28][C:29]([CH3:32])([CH3:31])[CH3:30])=[O:27].C(=O)=O.CCOC(C)=O. Product: [C:20]([O:19][C:17](=[O:18])[CH2:16][C@@H:9]1[N:8]([C:26]([O:28][C:29]([CH3:32])([CH3:31])[CH3:30])=[O:27])[C:7](=[O:24])[C:6]2[CH:25]=[C:2]([Cl:1])[CH:3]=[CH:4][C:5]=2[C:11]2[C:12]([CH3:15])=[N:13][O:14][C:10]1=2)([CH3:22])([CH3:21])[CH3:23]. The catalyst class is: 251. (5) Reactant: CCCC[N+](CCCC)(CCCC)CCCC.[F-].[CH2:19]([N:23]([CH2:35][CH:36]([CH3:38])[CH3:37])[C:24]1[CH:31]=[CH:30][C:27]([CH:28]=[O:29])=[CH:26][C:25]=1[N+:32]([O-:34])=[O:33])[CH:20]([CH3:22])[CH3:21].C[Si](C)(C)[C:41]([F:44])([F:43])[F:42].Cl. Product: [CH2:19]([N:23]([CH2:35][CH:36]([CH3:38])[CH3:37])[C:24]1[CH:31]=[CH:30][C:27]([CH:28]([OH:29])[C:41]([F:44])([F:43])[F:42])=[CH:26][C:25]=1[N+:32]([O-:34])=[O:33])[CH:20]([CH3:22])[CH3:21]. The catalyst class is: 1. (6) Reactant: C(N(C(C)C)CC)(C)C.[F:10][C:11]1[CH:16]=[CH:15][C:14]([CH2:17][C:18]2[C:27]3[C:22](=[CH:23][CH:24]=[CH:25][CH:26]=3)[C:21](=[O:28])[NH:20][N:19]=2)=[CH:13][C:12]=1[NH:29][C:30](=[O:42])[CH2:31][CH:32]([C:36]1[CH:41]=[CH:40][CH:39]=[CH:38][CH:37]=1)[C:33]([OH:35])=O. Product: [F:10][C:11]1[CH:16]=[CH:15][C:14]([CH2:17][C:18]2[C:27]3[C:22](=[CH:23][CH:24]=[CH:25][CH:26]=3)[C:21](=[O:28])[NH:20][N:19]=2)=[CH:13][C:12]=1[N:29]1[C:30](=[O:42])[CH2:31][CH:32]([C:36]2[CH:37]=[CH:38][CH:39]=[CH:40][CH:41]=2)[C:33]1=[O:35]. The catalyst class is: 44. (7) Reactant: Br[C:2]1[N:6]([CH2:7][C:8]2[CH:13]=[CH:12][C:11]([O:14][CH3:15])=[CH:10][CH:9]=2)[N:5]=[CH:4][N:3]=1.[Cl:16][C:17]1[CH:18]=[C:19]([CH:21]=[C:22]([Cl:25])[C:23]=1[Cl:24])[NH2:20].CC([O-])(C)C.[Na+]. Product: [CH3:15][O:14][C:11]1[CH:12]=[CH:13][C:8]([CH2:7][N:6]2[C:2]([NH:20][C:19]3[CH:18]=[C:17]([Cl:16])[C:23]([Cl:24])=[C:22]([Cl:25])[CH:21]=3)=[N:3][CH:4]=[N:5]2)=[CH:9][CH:10]=1. The catalyst class is: 3. (8) Reactant: Cl.[CH3:2][O:3][C:4]1[CH:5]=[C:6]([NH:16][C:17]2[N:18]=[CH:19][C:20]3[CH2:26][NH:25][CH2:24][CH:23]([C:27]4[CH:32]=[CH:31][CH:30]=[CH:29][CH:28]=4)[C:21]=3[N:22]=2)[CH:7]=[CH:8][C:9]=1[N:10]1[CH:14]=[C:13]([CH3:15])[N:12]=[CH:11]1.[CH2:33](N)[CH3:34].C(=O)C.C(O)(=O)C.C(O[BH-](OC(=O)C)OC(=O)C)(=O)C.[Na+]. Product: [CH2:33]([N:25]1[CH2:24][CH:23]([C:27]2[CH:32]=[CH:31][CH:30]=[CH:29][CH:28]=2)[C:21]2[N:22]=[C:17]([NH:16][C:6]3[CH:7]=[CH:8][C:9]([N:10]4[CH:14]=[C:13]([CH3:15])[N:12]=[CH:11]4)=[C:4]([O:3][CH3:2])[CH:5]=3)[N:18]=[CH:19][C:20]=2[CH2:26]1)[CH3:34]. The catalyst class is: 7.